This data is from Full USPTO retrosynthesis dataset with 1.9M reactions from patents (1976-2016). The task is: Predict the reactants needed to synthesize the given product. Given the product [C:17]([CH2:19][C:20]([N:9]([CH2:10][CH2:11][C:12]([O:14][CH2:15][CH3:16])=[O:13])[C:4]1[CH:5]=[CH:6][C:7]([Cl:8])=[C:2]([Cl:1])[CH:3]=1)=[O:21])#[N:18], predict the reactants needed to synthesize it. The reactants are: [Cl:1][C:2]1[CH:3]=[C:4]([NH:9][CH2:10][CH2:11][C:12]([O:14][CH2:15][CH3:16])=[O:13])[CH:5]=[CH:6][C:7]=1[Cl:8].[C:17]([CH2:19][C:20](O)=[O:21])#[N:18].C(N=C=NC(C)C)(C)C.O.